From a dataset of Reaction yield outcomes from USPTO patents with 853,638 reactions. Predict the reaction yield, written as a fraction of the theoretical maximum amount of product (1.0 means a 100% yield; for example, 0.34 means a 34% yield). (1) The reactants are Cl[C:2]1[CH:7]=[CH:6][N:5]=[C:4]2[CH:8]=[C:9]([C:11]3[S:12][CH:13]=[CH:14][N:15]=3)[S:10][C:3]=12.[CH2:16]([NH:20][C:21]([C:23]1[C:31]2[C:26](=[CH:27][C:28]([OH:32])=[CH:29][CH:30]=2)[N:25]([CH3:33])[C:24]=1[CH3:34])=[O:22])[CH2:17][CH2:18][CH3:19].C([O-])([O-])=O.[Cs+].[Cs+]. No catalyst specified. The product is [CH2:16]([NH:20][C:21]([C:23]1[C:31]2[C:26](=[CH:27][C:28]([O:32][C:2]3[CH:7]=[CH:6][N:5]=[C:4]4[CH:8]=[C:9]([C:11]5[S:12][CH:13]=[CH:14][N:15]=5)[S:10][C:3]=34)=[CH:29][CH:30]=2)[N:25]([CH3:33])[C:24]=1[CH3:34])=[O:22])[CH2:17][CH2:18][CH3:19]. The yield is 0.570. (2) The reactants are [NH2:1][C:2]1[CH:21]=[CH:20][C:5]([O:6][C:7]2[C:16]3[C:11](=[CH:12][C:13]([OH:19])=[C:14]([C:17]#[N:18])[CH:15]=3)[N:10]=[CH:9][CH:8]=2)=[CH:4][C:3]=1[Cl:22].CC1C=CC(S(O[CH2:34][C@@H:35]2[CH2:37][O:36]2)(=O)=O)=CC=1. No catalyst specified. The product is [NH2:1][C:2]1[CH:21]=[CH:20][C:5]([O:6][C:7]2[C:16]3[C:11](=[CH:12][C:13]([O:19][CH2:34][C@@H:35]4[CH2:37][O:36]4)=[C:14]([C:17]#[N:18])[CH:15]=3)[N:10]=[CH:9][CH:8]=2)=[CH:4][C:3]=1[Cl:22]. The yield is 0.125. (3) The reactants are CC([O-])(C)C.[K+].CC1C=CC(S([CH2:17][N+:18]#[C-])(=O)=O)=CC=1.[F:20][C:21]1[CH:22]=[C:23]([CH:26]=[CH:27][C:28]=1[O:29][CH3:30])[CH:24]=O.CO. The catalyst is C1COCC1.O. The product is [F:20][C:21]1[CH:22]=[C:23]([CH2:24][C:17]#[N:18])[CH:26]=[CH:27][C:28]=1[O:29][CH3:30]. The yield is 0.580. (4) The reactants are [C:1]([O:5][C:6](=[O:25])[NH:7][C@H:8]1[CH2:13][CH2:12][C@H:11]([NH:14][C@@H:15]2[C:24]3[N:23]=[CH:22][CH:21]=[CH:20][C:19]=3[CH2:18][CH2:17][CH2:16]2)[CH2:10][CH2:9]1)([CH3:4])([CH3:3])[CH3:2].[C:26]([O:30][C:31]([N:33]1[C:37]2[CH:38]=[CH:39][CH:40]=[CH:41][C:36]=2[N:35]=[C:34]1[CH2:42]Cl)=[O:32])([CH3:29])([CH3:28])[CH3:27].C(N(C(C)C)CC)(C)C.[I-].[K+]. The catalyst is C(#N)C. The product is [C:26]([O:30][C:31]([N:33]1[C:37]2[CH:38]=[CH:39][CH:40]=[CH:41][C:36]=2[N:35]=[C:34]1[CH2:42][N:14]([C@H:11]1[CH2:12][CH2:13][C@H:8]([NH:7][C:6]([O:5][C:1]([CH3:4])([CH3:2])[CH3:3])=[O:25])[CH2:9][CH2:10]1)[CH:15]1[C:24]2[N:23]=[CH:22][CH:21]=[CH:20][C:19]=2[CH2:18][CH2:17][CH2:16]1)=[O:32])([CH3:29])([CH3:28])[CH3:27]. The yield is 0.560. (5) The reactants are Cl[C:2]1[CH:10]=[CH:9][C:8]([S:11][CH3:12])=[CH:7][C:3]=1[C:4]([OH:6])=[O:5].[NH:13]1[CH2:18][CH2:17][O:16][CH2:15][CH2:14]1.C(=O)([O-])[O-].[K+].[K+]. The catalyst is C(O)CCCC.[Cu]. The product is [CH3:12][S:11][C:8]1[CH:9]=[CH:10][C:2]([N:13]2[CH2:18][CH2:17][O:16][CH2:15][CH2:14]2)=[C:3]([CH:7]=1)[C:4]([OH:6])=[O:5]. The yield is 0.100. (6) The reactants are [C:1]([O:5][C:6]([NH:8][C@@H:9](CC1CCCCC1)[C:10](O)=[O:11])=[O:7])([CH3:4])([CH3:3])[CH3:2].[CH:20]1([OH:25])[CH2:24][CH2:23][CH2:22][CH2:21]1.[CH2:26](Cl)[CH2:27]Cl. The catalyst is CN(C=O)C.CN(C1C=CN=CC=1)C. The product is [C:1]([O:5][C:6]([NH:8][C@@H:9]([CH:27]1[CH2:26][CH2:22][CH2:21][CH2:20][CH2:24]1)[C:10]([O:25][CH:20]1[CH2:24][CH2:23][CH2:22][CH2:21]1)=[O:11])=[O:7])([CH3:4])([CH3:3])[CH3:2]. The yield is 0.550. (7) The reactants are [H-].[Na+].[CH3:3][C:4]1([CH2:8][OH:9])[CH2:7][O:6][CH2:5]1.Cl[C:11]1[CH:16]=[CH:15][N:14]=[C:13]([NH2:17])[N:12]=1.O. The catalyst is CCCCC.C1COCC1. The product is [CH3:3][C:4]1([CH2:8][O:9][C:11]2[CH:16]=[CH:15][N:14]=[C:13]([NH2:17])[N:12]=2)[CH2:7][O:6][CH2:5]1. The yield is 0.650. (8) No catalyst specified. The reactants are [F:1][C:2]([F:22])([C:15]1[CH:20]=[CH:19][C:18]([F:21])=[CH:17][N:16]=1)[C:3]([NH:5][C:6]1[CH:14]=[CH:13][CH:12]=[CH:11][C:7]=1[C:8]([NH2:10])=[O:9])=O.ClC(Cl)C.Cl[Si](C)(C)C. The yield is 0.910. The product is [F:1][C:2]([F:22])([C:15]1[CH:20]=[CH:19][C:18]([F:21])=[CH:17][N:16]=1)[C:3]1[N:10]=[C:8]([OH:9])[C:7]2[C:6](=[CH:14][CH:13]=[CH:12][CH:11]=2)[N:5]=1. (9) The reactants are [Cl:1][C:2]1[N:3]=[C:4]([O:20][CH:21]2[CH2:26][CH2:25][O:24][CH2:23][CH2:22]2)[C:5]2[C:10](I)=[CH:9][N:8]([CH2:12][O:13][CH2:14][CH2:15][Si:16]([CH3:19])([CH3:18])[CH3:17])[C:6]=2[N:7]=1.[N:27]1[CH:32]=[CH:31][C:30](B(O)O)=[CH:29][CH:28]=1.O1CCOCC1.C(=O)([O-])[O-].[Na+].[Na+]. The catalyst is C1C=CC([P]([Pd]([P](C2C=CC=CC=2)(C2C=CC=CC=2)C2C=CC=CC=2)([P](C2C=CC=CC=2)(C2C=CC=CC=2)C2C=CC=CC=2)[P](C2C=CC=CC=2)(C2C=CC=CC=2)C2C=CC=CC=2)(C2C=CC=CC=2)C2C=CC=CC=2)=CC=1.O. The product is [Cl:1][C:2]1[N:3]=[C:4]([O:20][CH:21]2[CH2:26][CH2:25][O:24][CH2:23][CH2:22]2)[C:5]2[C:10]([C:30]3[CH:31]=[CH:32][N:27]=[CH:28][CH:29]=3)=[CH:9][N:8]([CH2:12][O:13][CH2:14][CH2:15][Si:16]([CH3:19])([CH3:18])[CH3:17])[C:6]=2[N:7]=1. The yield is 0.505.